Dataset: Full USPTO retrosynthesis dataset with 1.9M reactions from patents (1976-2016). Task: Predict the reactants needed to synthesize the given product. (1) Given the product [Cl:1][C:2]1[N:7]=[C:6]([NH:8][C:11]2[CH:16]=[CH:15][CH:14]=[C:13]([N+:17]([O-:19])=[O:18])[CH:12]=2)[C:5]([CH3:9])=[CH:4][N:3]=1, predict the reactants needed to synthesize it. The reactants are: [Cl:1][C:2]1[N:7]=[C:6]([NH2:8])[C:5]([CH3:9])=[CH:4][N:3]=1.Br[C:11]1[CH:16]=[CH:15][CH:14]=[C:13]([N+:17]([O-:19])=[O:18])[CH:12]=1.C([O-])([O-])=O.[Cs+].[Cs+].C1(P(C2C=CC=CC=2)C2C3OC4C(=CC=CC=4P(C4C=CC=CC=4)C4C=CC=CC=4)C(C)(C)C=3C=CC=2)C=CC=CC=1. (2) Given the product [Br:1][C:2]1[C:3]([C:4]([O:6][CH3:7])=[O:5])=[CH:8][C:9]2[O:13][C@@H:15]([CH2:16][OH:14])[CH2:17][O:12][C:10]=2[CH:11]=1, predict the reactants needed to synthesize it. The reactants are: [Br:1][C:2]1[CH:11]=[C:10]([OH:12])[C:9]([OH:13])=[CH:8][C:3]=1[C:4]([O:6][CH3:7])=[O:5].[O:14]1[CH2:16][C@@H:15]1[CH2:17]S(OCC1C=CC(C)=CC=1)(=O)=O.C(=O)([O-])[O-].[K+].[K+]. (3) Given the product [CH3:33][O:32][N:31]([CH3:30])[C:8](=[O:10])[CH2:7][O:6][CH:3]([CH:4]=[CH2:5])[C:2]([F:1])([F:15])[F:16], predict the reactants needed to synthesize it. The reactants are: [F:1][C:2]([F:16])([F:15])[CH:3]([O:6][CH2:7][C:8]([O:10]C(C)(C)C)=O)[CH:4]=[CH2:5].C1N=CN(C(N2C=NC=C2)=O)C=1.Cl.[CH3:30][NH:31][O:32][CH3:33].N1C=CN=C1.